This data is from Full USPTO retrosynthesis dataset with 1.9M reactions from patents (1976-2016). The task is: Predict the reactants needed to synthesize the given product. (1) Given the product [CH3:11][S:8]([NH:7][CH2:6][C:5]1[CH:12]=[CH:13][C:2]([CH:15]([CH3:21])[C:16]([O:18][CH2:19][CH3:20])=[O:17])=[CH:3][CH:4]=1)(=[O:10])=[O:9], predict the reactants needed to synthesize it. The reactants are: Br[C:2]1[CH:13]=[CH:12][C:5]([CH2:6][NH:7][S:8]([CH3:11])(=[O:10])=[O:9])=[CH:4][CH:3]=1.Cl[CH:15]([CH3:21])[C:16]([O:18][CH2:19][CH3:20])=[O:17].Cl. (2) Given the product [CH3:22][N:20]1[CH:21]=[C:17]([NH:16][C:12]2[N:11]=[C:10]([N:4]3[CH2:5][C@H:6]4[N:9]([S:31]([CH3:30])(=[O:33])=[O:32])[C@H:2]([CH2:8][CH2:7]4)[CH2:3]3)[CH:15]=[CH:14][N:13]=2)[CH:18]=[N:19]1, predict the reactants needed to synthesize it. The reactants are: Cl.[C@@H:2]12[NH:9][C@@H:6]([CH2:7][CH2:8]1)[CH2:5][N:4]([C:10]1[CH:15]=[CH:14][N:13]=[C:12]([NH:16][C:17]3[CH:18]=[N:19][N:20]([CH3:22])[CH:21]=3)[N:11]=1)[CH2:3]2.C(N(CC)CC)C.[CH3:30][S:31](Cl)(=[O:33])=[O:32]. (3) The reactants are: [Cl:1][C:2]1[CH:3]=[C:4]2[C:9](=[CH:10][CH:11]=1)[NH:8][C:7](=[O:12])[N:6]([CH2:13][C:14]([F:17])([F:16])[F:15])[C:5]2([C:19]1[CH:24]=[CH:23][C:22]([F:25])=[CH:21][CH:20]=1)O.[CH2:26](N(CC)CC)[CH3:27].S(Cl)(Cl)=O.C([Mg]Br)C.C1COCC1.C(O)(=O)CC(CC(O)=O)(C(O)=O)O. Given the product [Cl:1][C:2]1[CH:3]=[C:4]2[C:9](=[CH:10][CH:11]=1)[NH:8][C:7](=[O:12])[N:6]([CH2:13][C:14]([F:17])([F:16])[F:15])[C:5]2([CH2:26][CH3:27])[C:19]1[CH:24]=[CH:23][C:22]([F:25])=[CH:21][CH:20]=1, predict the reactants needed to synthesize it. (4) Given the product [NH2:24][CH2:23][CH2:22][CH2:21][N:10]1[C:9]([C:6]2[CH:7]=[CH:8][C:3]([O:2][CH3:1])=[CH:4][CH:5]=2)=[CH:13][S:12][C:11]1=[N:14][C:15]1[CH:20]=[CH:19][CH:18]=[CH:17][CH:16]=1, predict the reactants needed to synthesize it. The reactants are: [CH3:1][O:2][C:3]1[CH:8]=[CH:7][C:6]([C:9]2[N:10]([CH2:21][CH2:22][CH2:23][NH:24]C(=O)OC(C)(C)C)[C:11](=[N:14][C:15]3[CH:20]=[CH:19][CH:18]=[CH:17][CH:16]=3)[S:12][CH:13]=2)=[CH:5][CH:4]=1.Cl. (5) Given the product [C:1]([N:4]1[C:12]2[C:7](=[CH:8][C:9]([C:13](=[O:15])[CH3:14])=[CH:10][CH:11]=2)[C:6](=[C:23]([C:22]2[CH:26]=[CH:27][C:19]([O:18][CH3:17])=[CH:20][CH:21]=2)[OH:24])[C:5]1=[O:16])(=[O:3])[CH3:2], predict the reactants needed to synthesize it. The reactants are: [C:1]([N:4]1[C:12]2[C:7](=[CH:8][C:9]([C:13](=[O:15])[CH3:14])=[CH:10][CH:11]=2)[CH2:6][C:5]1=[O:16])(=[O:3])[CH3:2].[CH3:17][O:18][C:19]1[CH:27]=[CH:26][C:22]([C:23](O)=[O:24])=[CH:21][CH:20]=1. (6) Given the product [Br:7][C:8]1[CH:9]=[C:10]2[CH:16]=[CH:15][N:14]([CH:1]3[CH2:3][CH2:2]3)[C:11]2=[N:12][CH:13]=1, predict the reactants needed to synthesize it. The reactants are: [CH:1]1(B(O)O)[CH2:3][CH2:2]1.[Br:7][C:8]1[CH:9]=[C:10]2[CH:16]=[CH:15][NH:14][C:11]2=[N:12][CH:13]=1.C([O-])([O-])=O.[Na+].[Na+].N1C=CC=CC=1C1C=CC=CN=1.